From a dataset of Reaction yield outcomes from USPTO patents with 853,638 reactions. Predict the reaction yield, written as a fraction of the theoretical maximum amount of product (1.0 means a 100% yield; for example, 0.34 means a 34% yield). (1) The reactants are [CH2:1]([O:8][N:9]1[C:15](=[O:16])[N:14]2[CH2:17][C@H:10]1[CH2:11][CH2:12][C@H:13]2[C:18]([OH:20])=O)[C:2]1[CH:7]=[CH:6][CH:5]=[CH:4][CH:3]=1.[NH2:21][O:22][C@@H:23]1[CH2:28][CH2:27][CH2:26][N:25]([C:29]([O:31][C:32]([CH3:35])([CH3:34])[CH3:33])=[O:30])[CH2:24]1.ON1C2C=CC=CC=2N=N1.Cl.C(N=C=NCCCN(C)C)C. The catalyst is C(Cl)Cl. The product is [CH2:1]([O:8][N:9]1[C:15](=[O:16])[N:14]2[CH2:17][C@H:10]1[CH2:11][CH2:12][C@H:13]2[C:18]([NH:21][O:22][C@@H:23]1[CH2:28][CH2:27][CH2:26][N:25]([C:29]([O:31][C:32]([CH3:35])([CH3:34])[CH3:33])=[O:30])[CH2:24]1)=[O:20])[C:2]1[CH:3]=[CH:4][CH:5]=[CH:6][CH:7]=1. The yield is 0.820. (2) The yield is 0.760. The reactants are [C:1]([O:7][C@H:8]([CH3:25])[CH2:9][NH:10][C:11]([C@@H:13]([CH2:22][CH:23]=[CH2:24])[CH2:14][C:15]([O:17]C(C)(C)C)=O)=[O:12])(=[O:6])[CH2:2][CH2:3]C=C.C[C@@H]1CNC(=O)[C@H](CC(OC(C)(C)C)=O)CC=CCCC(=O)O1.FC(F)(F)C(O)=O.C[C@@H]1CNC(=O)[C@H](CC(O)=O)CC=CCCC(=O)O1.[Cl:75][C:76]1[CH:81]=[CH:80][C:79]([CH2:82][NH2:83])=[CH:78][CH:77]=1. The product is [Cl:75][C:76]1[CH:81]=[CH:80][C:79]([CH2:82][NH:83][C:15](=[O:17])[CH2:14][C@@H:13]2[CH2:22][CH:23]=[CH:24][CH2:3][CH2:2][C:1](=[O:6])[O:7][C@H:8]([CH3:25])[CH2:9][NH:10][C:11]2=[O:12])=[CH:78][CH:77]=1. The catalyst is C(Cl)Cl.CO.C(Cl)Cl. (3) The reactants are [CH3:1][O:2][C:3]1[CH:4]=[C:5]2[C:10](=[CH:11][C:12]=1[O:13][CH3:14])[N:9]=[CH:8][CH:7]=[C:6]2[O:15][C:16]1[C:22]([CH3:23])=[CH:21][C:19]([NH2:20])=[C:18]([CH3:24])[CH:17]=1.Cl[C:26](Cl)([O:28][C:29](=[O:35])OC(Cl)(Cl)Cl)Cl.[C:37]1([CH2:43][CH2:44]CO)[CH:42]=[CH:41][CH:40]=[CH:39][CH:38]=1.C(=O)(O)[O-].[Na+]. The catalyst is C(Cl)Cl.C(N(CC)CC)C.C1(C)C=CC=CC=1. The product is [CH3:1][O:2][C:3]1[CH:4]=[C:5]2[C:10](=[CH:11][C:12]=1[O:13][CH3:14])[N:9]=[CH:8][CH:7]=[C:6]2[O:15][C:16]1[C:22]([CH3:23])=[CH:21][C:19]([NH:20][C:29](=[O:35])[O:28][CH2:26][CH2:44][CH2:43][C:37]2[CH:42]=[CH:41][CH:40]=[CH:39][CH:38]=2)=[C:18]([CH3:24])[CH:17]=1. The yield is 0.980. (4) The reactants are [Cl:1][C:2]1[C:3]([O:13][CH:14]([CH3:19])[C:15]([F:18])([F:17])[F:16])=[CH:4][CH:5]=[C:6]2[C:11]=1[C:10](=[O:12])[NH:9][CH2:8][CH2:7]2.[H-].[Na+].[CH2:22]([O:29][C:30]1[C:35]([CH2:36]Cl)=[C:34]([CH3:38])[CH:33]=[C:32]([CH3:39])[N:31]=1)[C:23]1[CH:28]=[CH:27][CH:26]=[CH:25][CH:24]=1.O. The catalyst is CN(C=O)C. The product is [CH2:22]([O:29][C:30]1[C:35]([CH2:36][N:9]2[CH2:8][CH2:7][C:6]3[C:11](=[C:2]([Cl:1])[C:3]([O:13][CH:14]([CH3:19])[C:15]([F:18])([F:16])[F:17])=[CH:4][CH:5]=3)[C:10]2=[O:12])=[C:34]([CH3:38])[CH:33]=[C:32]([CH3:39])[N:31]=1)[C:23]1[CH:28]=[CH:27][CH:26]=[CH:25][CH:24]=1. The yield is 0.800. (5) The reactants are Br[C:2]1[C:7]([CH2:8][CH3:9])=[N:6][C:5]([N:10]2[CH2:14][CH2:13][CH2:12][C@@H:11]2[CH2:15][O:16][CH3:17])=[C:4]([CH2:18][CH3:19])[N:3]=1.[Cl:20][C:21]1[CH:26]=[C:25]([Cl:27])[CH:24]=[CH:23][C:22]=1B(O)O.C([O-])([O-])=O.[Na+].[Na+].C1C=CC=CC=1. The catalyst is CCOC(C)=O.C([O-])(O)=O.[Na+].Cl[Pd](Cl)([P](C1C=CC=CC=1)(C1C=CC=CC=1)C1C=CC=CC=1)[P](C1C=CC=CC=1)(C1C=CC=CC=1)C1C=CC=CC=1. The yield is 0.0300. The product is [Cl:20][C:21]1[CH:26]=[C:25]([Cl:27])[CH:24]=[CH:23][C:22]=1[C:2]1[C:7]([CH2:8][CH3:9])=[N:6][C:5]([N:10]2[CH2:14][CH2:13][CH2:12][C@@H:11]2[CH2:15][O:16][CH3:17])=[C:4]([CH2:18][CH3:19])[N:3]=1. (6) The reactants are [CH:1]1[C:10]2[C:5](=[CH:6][C:7]([CH:11]([C:13]3[C:18]([CH3:20])([CH3:19])[CH2:17][CH2:16][C:15]([CH3:22])([CH3:21])[CH:14]=3)[OH:12])=[CH:8][CH:9]=2)[CH:4]=[CH:3][N:2]=1.C(=O)(O)[O-].[Na+].CC(OI1(OC(C)=O)(OC(C)=O)OC(=O)C2C=CC=CC1=2)=O. The catalyst is ClCCl. The product is [CH:1]1[C:10]2[C:5](=[CH:6][C:7]([C:11]([C:13]3[C:18]([CH3:20])([CH3:19])[CH2:17][CH2:16][C:15]([CH3:22])([CH3:21])[CH:14]=3)=[O:12])=[CH:8][CH:9]=2)[CH:4]=[CH:3][N:2]=1. The yield is 0.780. (7) The catalyst is CCCCCCC. The reactants are C[N:2](C)[C:3]([CH3:32])=[CH:4][C:5]([C:7]1[CH:12]=[CH:11][CH:10]=[C:9]([C:13]2[CH:18]=[C:17]([NH:19][CH2:20][CH2:21][C:22]3[CH:27]=[CH:26][C:25]([O:28][CH3:29])=[CH:24][CH:23]=3)[N:16]=[C:15]([O:30][CH3:31])[N:14]=2)[CH:8]=1)=O.O.[NH2:35]N.CCO.CCOC(C)=O. The yield is 0.990. The product is [CH3:31][O:30][C:15]1[N:16]=[C:17]([NH:19][CH2:20][CH2:21][C:22]2[CH:23]=[CH:24][C:25]([O:28][CH3:29])=[CH:26][CH:27]=2)[CH:18]=[C:13]([C:9]2[CH:10]=[CH:11][CH:12]=[C:7]([C:5]3[NH:35][N:2]=[C:3]([CH3:32])[CH:4]=3)[CH:8]=2)[N:14]=1. (8) The reactants are [C:1]([O:10]C)(=O)[C:2]1[C:3](=[CH:5][CH:6]=[CH:7][CH:8]=1)[SH:4].[CH2:12]([S:16][C:17]1[CH:22]=[CH:21][C:20]([C:23]#[N:24])=[CH:19][N:18]=1)[CH:13]([CH3:15])[CH3:14].C(N(CC)CC)C. The catalyst is C1(C)C=CC=CC=1. The product is [CH2:12]([S:16][C:17]1[N:18]=[CH:19][C:20]([C:23]2[S:4][C:3]3[CH:5]=[CH:6][CH:7]=[CH:8][C:2]=3[C:1](=[O:10])[N:24]=2)=[CH:21][CH:22]=1)[CH:13]([CH3:15])[CH3:14]. The yield is 0.230.